Dataset: Full USPTO retrosynthesis dataset with 1.9M reactions from patents (1976-2016). Task: Predict the reactants needed to synthesize the given product. (1) Given the product [Cl:14][C:13]1[C:3]2[CH2:2][N:29]([CH2:28][C:19]3[CH:20]=[CH:21][C:22]([O:23][CH2:24][CH:25]([F:26])[F:27])=[C:17]([Cl:16])[CH:18]=3)[C:5](=[O:7])[C:4]=2[CH:10]=[CH:11][N:12]=1, predict the reactants needed to synthesize it. The reactants are: Br[CH2:2][C:3]1[C:13]([Cl:14])=[N:12][CH:11]=[CH:10][C:4]=1[C:5]([O:7]CC)=O.Cl.[Cl:16][C:17]1[CH:18]=[C:19]([CH2:28][NH2:29])[CH:20]=[CH:21][C:22]=1[O:23][CH2:24][CH:25]([F:27])[F:26]. (2) Given the product [CH3:1][C:2]1[CH:9]=[CH:8][C:7]([N+:10]([O-:12])=[O:11])=[CH:6][C:3]=1/[CH:4]=[CH:17]/[C:15]([O:14][CH3:13])=[O:16], predict the reactants needed to synthesize it. The reactants are: [CH3:1][C:2]1[CH:9]=[CH:8][C:7]([N+:10]([O-:12])=[O:11])=[CH:6][C:3]=1[CH:4]=O.[CH3:13][O:14][C:15]([CH2:17]P(OC)(OC)=O)=[O:16]. (3) Given the product [C:17]1([CH3:26])[CH:22]=[CH:21][C:20]([C:23]([NH:10][C@H:11]([CH2:15][OH:16])[CH:12]([CH3:14])[CH3:13])=[O:24])=[CH:19][CH:18]=1, predict the reactants needed to synthesize it. The reactants are: C(N(C(C)C)CC)(C)C.[NH2:10][CH:11]([CH2:15][OH:16])[CH:12]([CH3:14])[CH3:13].[C:17]1([CH3:26])[CH:22]=[CH:21][C:20]([C:23](Cl)=[O:24])=[CH:19][CH:18]=1.[OH-].[Na+]. (4) Given the product [Br:1][C:2]1[CH:7]=[CH:6][C:5]([CH:8]([N:12]2[N:13]=[CH:14][CH:15]=[N:11]2)[CH3:9])=[CH:4][CH:3]=1, predict the reactants needed to synthesize it. The reactants are: [Br:1][C:2]1[CH:7]=[CH:6][C:5]([CH:8](Br)[CH3:9])=[CH:4][CH:3]=1.[NH:11]1[CH:15]=[CH:14][N:13]=[N:12]1.C(=O)([O-])[O-].[K+].[K+].N#N. (5) Given the product [Cl:8][C:6]1[N:5]=[N:4][C:3]([NH2:9])=[C:2]([O:12][CH:11]([CH3:13])[CH3:10])[CH:7]=1, predict the reactants needed to synthesize it. The reactants are: Br[C:2]1[CH:7]=[C:6]([Cl:8])[N:5]=[N:4][C:3]=1[NH2:9].[CH3:10][CH:11]([CH3:13])[O-:12].[Na+]. (6) Given the product [Cl:1][C:2]1[CH:11]=[CH:10][CH:9]=[CH:8][C:3]=1[C:4]1[N:29]=[C:27]([NH:26][C:16]2[CH:17]=[CH:18][C:19]([N:20]3[CH:24]=[C:23]([CH3:25])[N:22]=[CH:21]3)=[C:14]([O:13][CH3:12])[CH:15]=2)[S:28][CH:5]=1, predict the reactants needed to synthesize it. The reactants are: [Cl:1][C:2]1[CH:11]=[CH:10][CH:9]=[CH:8][C:3]=1[C:4](=O)[CH2:5]Br.[CH3:12][O:13][C:14]1[CH:15]=[C:16]([NH:26][C:27]([NH2:29])=[S:28])[CH:17]=[CH:18][C:19]=1[N:20]1[CH:24]=[C:23]([CH3:25])[N:22]=[CH:21]1. (7) The reactants are: [NH:1]1[CH:5]=[C:4]([C:6]2[CH:11]=[C:10]([C:12]#[N:13])[CH:9]=[CH:8][N:7]=2)[N:3]=[CH:2]1.Cl[CH2:15][CH:16]1[O:21][CH2:20][CH2:19][N:18]([CH3:22])[CH2:17]1. Given the product [CH3:22][N:18]1[CH2:19][CH2:20][O:21][CH:16]([CH2:15][N:1]2[CH:5]=[C:4]([C:6]3[CH:11]=[C:10]([C:12]#[N:13])[CH:9]=[CH:8][N:7]=3)[N:3]=[CH:2]2)[CH2:17]1, predict the reactants needed to synthesize it.